Task: Predict the reactants needed to synthesize the given product.. Dataset: Full USPTO retrosynthesis dataset with 1.9M reactions from patents (1976-2016) (1) Given the product [Cl:1][C:2]1[N:10]=[C:9]2[C:5]([N:6]=[CH:7][NH:8]2)=[C:4]([N:17]2[CH2:18][CH2:19][O:20][CH2:21][CH2:22]2)[N:3]=1, predict the reactants needed to synthesize it. The reactants are: [Cl:1][C:2]1[N:10]=[C:9]2[C:5]([N:6]=[CH:7][N:8]2C2CCCCO2)=[C:4]([N:17]2[CH2:22][CH2:21][O:20][CH2:19][CH2:18]2)[N:3]=1.O.C1(C)C=CC(S(O)(=O)=O)=CC=1. (2) Given the product [Br:16][C:17]1[C:18]([N:7]([CH:4]2[CH2:3][CH2:2][O:1][CH2:6][CH2:5]2)[NH:8][C:9]([O:11][C:12]([CH3:15])([CH3:14])[CH3:13])=[O:10])=[N:19][C:20]([Cl:23])=[N:21][CH:22]=1, predict the reactants needed to synthesize it. The reactants are: [O:1]1[CH2:6][CH2:5][CH:4]([NH:7][NH:8][C:9]([O:11][C:12]([CH3:15])([CH3:14])[CH3:13])=[O:10])[CH2:3][CH2:2]1.[Br:16][C:17]1[C:18](Cl)=[N:19][C:20]([Cl:23])=[N:21][CH:22]=1.CCN(C(C)C)C(C)C. (3) Given the product [CH3:9][NH:11][C:12](=[O:18])[C@H:13]([CH:15]([CH3:17])[CH3:16])[NH2:14], predict the reactants needed to synthesize it. The reactants are: C(O[C:9]([N:11](C)[C:12](=[O:18])[C@H:13]([CH:15]([CH3:17])[CH3:16])[NH2:14])=O)C1C=CC=CC=1. (4) Given the product [OH:1][C:2]1[CH:8]=[C:7]([N+:9]([O-:11])=[O:10])[CH:6]=[CH:5][C:3]=1[NH:4][C:21]([NH:20][C:16]1[CH:17]=[CH:18][CH:19]=[C:14]([O:13][CH3:12])[CH:15]=1)=[O:22], predict the reactants needed to synthesize it. The reactants are: [OH:1][C:2]1[CH:8]=[C:7]([N+:9]([O-:11])=[O:10])[CH:6]=[CH:5][C:3]=1[NH2:4].[CH3:12][O:13][C:14]1[CH:15]=[C:16]([N:20]=[C:21]=[O:22])[CH:17]=[CH:18][CH:19]=1. (5) Given the product [C:32]([C:34]1[CH:39]=[C:38]([C:2]2[CH:3]=[CH:4][C:5]([C:8]3[C:14]4[C:15]([CH3:20])=[C:16]([CH:18]=[O:19])[S:17][C:13]=4[N:12]4[C:21]([CH3:24])=[N:22][N:23]=[C:11]4[C@H:10]([CH2:25][C:26]([O:28][CH3:29])=[O:27])[N:9]=3)=[CH:6][CH:7]=2)[CH:37]=[CH:36][CH:35]=1)#[N:33], predict the reactants needed to synthesize it. The reactants are: Cl[C:2]1[CH:7]=[CH:6][C:5]([C:8]2[C:14]3[C:15]([CH3:20])=[C:16]([CH:18]=[O:19])[S:17][C:13]=3[N:12]3[C:21]([CH3:24])=[N:22][N:23]=[C:11]3[C@H:10]([CH2:25][C:26]([O:28][CH3:29])=[O:27])[N:9]=2)=[CH:4][CH:3]=1.[F-].[K+].[C:32]([C:34]1[CH:35]=[C:36](B(O)O)[CH:37]=[CH:38][CH:39]=1)#[N:33].O1CCCC1. (6) The reactants are: [C:1]1([C:13]2[CH:18]=[CH:17][CH:16]=[CH:15][CH:14]=2)[CH:6]=[CH:5][C:4]([C:7]#[C:8][CH2:9][CH2:10][CH2:11][OH:12])=[CH:3][CH:2]=1. Given the product [C:1]1([C:13]2[CH:14]=[CH:15][CH:16]=[CH:17][CH:18]=2)[CH:2]=[CH:3][C:4]([CH2:7][CH2:8][CH2:9][CH2:10][CH2:11][OH:12])=[CH:5][CH:6]=1, predict the reactants needed to synthesize it.